Task: Predict which catalyst facilitates the given reaction.. Dataset: Catalyst prediction with 721,799 reactions and 888 catalyst types from USPTO (1) Reactant: Cl.[CH3:2][O:3][NH:4][CH3:5].[CH:6]1([S:9]([C:12]2[CH:17]=[CH:16][C:15]([CH:18]([CH2:22][CH:23]3[CH2:28][CH2:27][O:26][CH2:25][CH2:24]3)[C:19](O)=[O:20])=[CH:14][CH:13]=2)(=[O:11])=[O:10])[CH2:8][CH2:7]1.Cl.CN(C)CCCN=C=NCC.ON1C2C=CC=CC=2N=N1. Product: [CH:6]1([S:9]([C:12]2[CH:13]=[CH:14][C:15]([CH:18]([CH2:22][CH:23]3[CH2:24][CH2:25][O:26][CH2:27][CH2:28]3)[C:19]([N:4]([O:3][CH3:2])[CH3:5])=[O:20])=[CH:16][CH:17]=2)(=[O:10])=[O:11])[CH2:8][CH2:7]1. The catalyst class is: 842. (2) Product: [C:20]([O:24][C:25]([N:27]1[CH2:28][CH2:29][CH2:30][C:31]1=[O:32])=[O:26])([CH3:23])([CH3:21])[CH3:22]. Reactant: COS([O-])(=O)=O.CN(C)C=[N+](C)C.CC(C)([O-])C.[K+].[C:20]([O:24][C:25]([N:27]1[C:31](=[O:32])[CH2:30][CH2:29][C@H:28]1CC1C=CC(C2C=CC=CC=2)=CC=1)=[O:26])([CH3:23])([CH3:22])[CH3:21]. The catalyst class is: 1. (3) Reactant: [CH2:1](Br)[C:2]1[CH:7]=[CH:6][CH:5]=[CH:4][CH:3]=1.C(=O)([O-])[O-].[Cs+].[Cs+].[OH:15][C:16]1[C:21]([I:22])=[C:20]([OH:23])[CH:19]=[CH:18][C:17]=1[C:24](=[O:29])[CH2:25][CH:26]([CH3:28])[CH3:27]. Product: [CH2:1]([O:15][C:16]1[C:21]([I:22])=[C:20]([O:23][CH2:1][C:2]2[CH:7]=[CH:6][CH:5]=[CH:4][CH:3]=2)[CH:19]=[CH:18][C:17]=1[C:24](=[O:29])[CH2:25][CH:26]([CH3:27])[CH3:28])[C:2]1[CH:7]=[CH:6][CH:5]=[CH:4][CH:3]=1. The catalyst class is: 9. (4) Reactant: [NH2:1][C@H:2]([C:8]([NH:10][C@H:11]([C:16]([NH:18][C@H:19]([C:24]([NH:26][C@H:27]([C:33]([NH:35][C@H:36]([C:44]([NH:46][C@H:47]([C:55]([NH:57][C@H:58]([C:63](N[C@H](C(O)=O)C)=[O:64])[CH2:59][CH:60]([CH3:62])[CH3:61])=[O:56])[CH2:48][C:49]1[CH:54]=[CH:53][CH:52]=[CH:51][CH:50]=1)=[O:45])[CH2:37][C:38]1[CH:43]=[CH:42][CH:41]=[CH:40][CH:39]=1)=[O:34])[CH2:28][CH2:29][C:30](=[O:32])[OH:31])=[O:25])[CH2:20][C:21](=[O:23])[NH2:22])=[O:17])[CH2:12][C:13](=[O:15])[OH:14])=[O:9])[CH2:3][CH2:4][C:5](=[O:7])[OH:6].[NH2:71][C@H:72]([C:89](=[O:91])[NH2:90])[CH2:73][CH2:74][CH2:75][CH2:76][NH:77][C:78](=[O:88])[C:79]1[CH:84]=[CH:83][CH:82]=[C:81]([CH2:85][O:86][NH2:87])[CH:80]=1.C1N(CCO)CCN(CCS(O)(=O)=O)C1.Cl.[OH-].[Na+]. Product: [O:86]([CH2:85][C:81]1[CH:80]=[C:79]([CH:84]=[CH:83][CH:82]=1)[C:78]([NH:77][CH2:76][CH2:75][CH2:74][CH2:73][C@H:72]([NH:71][C:63](=[O:64])[C@H:58]([CH2:59][CH:60]([CH3:61])[CH3:62])[NH:57][C:55](=[O:56])[C@H:47]([CH2:48][C:49]1[CH:54]=[CH:53][CH:52]=[CH:51][CH:50]=1)[NH:46][C:44](=[O:45])[C@H:36]([CH2:37][C:38]1[CH:39]=[CH:40][CH:41]=[CH:42][CH:43]=1)[NH:35][C:33](=[O:34])[C@H:27]([CH2:28][CH2:29][C:30](=[O:31])[OH:32])[NH:26][C:24](=[O:25])[C@H:19]([CH2:20][C:21](=[O:23])[NH2:22])[NH:18][C:16](=[O:17])[C@H:11]([CH2:12][C:13](=[O:14])[OH:15])[NH:10][C:8](=[O:9])[C@H:2]([CH2:3][CH2:4][C:5](=[O:6])[OH:7])[NH2:1])[C:89]([NH2:90])=[O:91])=[O:88])[NH2:87]. The catalyst class is: 6. (5) Reactant: Br[C:2]1[CH:9]=[CH:8][C:5]([C:6]#[N:7])=[CH:4][CH:3]=1.C([Li])CCC.[O:15]=[C:16]1[CH2:21][CH2:20][N:19]([C:22]([O:24][C:25]([CH3:28])([CH3:27])[CH3:26])=[O:23])[CH2:18][CH2:17]1.[Cl-].[NH4+]. Product: [C:6]([C:5]1[CH:8]=[CH:9][C:2]([C:16]2([OH:15])[CH2:17][CH2:18][N:19]([C:22]([O:24][C:25]([CH3:27])([CH3:26])[CH3:28])=[O:23])[CH2:20][CH2:21]2)=[CH:3][CH:4]=1)#[N:7]. The catalyst class is: 188. (6) Reactant: [CH3:1][C:2]1[CH:7]=[CH:6][C:5]([C:8]2[O:12][N:11]=[CH:10][C:9]=2[C:13](OCC)=O)=[CH:4][CH:3]=1.[H-].C([Al+]CC(C)C)C(C)C.[ClH:28]. Product: [Cl:28][CH2:13][C:9]1[CH:10]=[N:11][O:12][C:8]=1[C:5]1[CH:6]=[CH:7][C:2]([CH3:1])=[CH:3][CH:4]=1. The catalyst class is: 7.